This data is from Forward reaction prediction with 1.9M reactions from USPTO patents (1976-2016). The task is: Predict the product of the given reaction. (1) Given the reactants [CH3:1][O:2][C:3](=[O:15])[C:4]1[C:5](=[C:10](I)[CH:11]=[CH:12][CH:13]=1)[C:6]([O:8][CH3:9])=[O:7].[CH3:16][N:17]([CH3:30])[CH2:18][CH2:19][O:20][C:21]1[CH:26]=[C:25]([O:27][CH3:28])[CH:24]=[CH:23][C:22]=1[NH2:29].C1C=CC(P(C2C(C3C(P(C4C=CC=CC=4)C4C=CC=CC=4)=CC=C4C=3C=CC=C4)=C3C(C=CC=C3)=CC=2)C2C=CC=CC=2)=CC=1.C(=O)([O-])[O-].[Cs+].[Cs+], predict the reaction product. The product is: [CH3:1][O:2][C:3](=[O:15])[C:4]1[C:5](=[C:10]([NH:29][C:22]2[CH:23]=[CH:24][C:25]([O:27][CH3:28])=[CH:26][C:21]=2[O:20][CH2:19][CH2:18][N:17]([CH3:16])[CH3:30])[CH:11]=[CH:12][CH:13]=1)[C:6]([O:8][CH3:9])=[O:7]. (2) Given the reactants [F:1][C:2]([F:20])([F:19])[C:3]([C:10]1[CH:15]=[CH:14][N:13]=[C:12](C(N)=O)[CH:11]=1)([CH3:9])[O:4][Si:5]([CH3:8])([CH3:7])[CH3:6].[C:21](N1C=CN=C1)([N:23]1C=C[N:25]=[CH:24]1)=[O:22].N12CCCN=C1CCCCC2.Cl.[OH2:45], predict the reaction product. The product is: [F:19][C:2]([F:20])([F:1])[C:3]([C:10]1[CH:15]=[CH:14][N:13]=[C:12]([C:24]2[NH:25][O:45][C:21](=[O:22])[N:23]=2)[CH:11]=1)([CH3:9])[O:4][Si:5]([CH3:7])([CH3:6])[CH3:8]. (3) Given the reactants [CH2:1]([O:3][CH2:4][C:5]1[N:6]([CH2:18][C:19]2([OH:32])[CH2:24][CH2:23][N:22]([C:25]([O:27][C:28]([CH3:31])([CH3:30])[CH3:29])=[O:26])[CH2:21][CH2:20]2)[C:7]2[C:16]3[CH:15]=[CH:14][CH:13]=[CH:12][C:11]=3[N:10]=[CH:9][C:8]=2[N:17]=1)[CH3:2].C1C=C(Cl)C=C(C(OO)=O)C=1.[OH-].[NH4+:45].S(Cl)(C1C=CC(C)=CC=1)(=O)=O, predict the reaction product. The product is: [NH2:45][C:9]1[C:8]2[N:17]=[C:5]([CH2:4][O:3][CH2:1][CH3:2])[N:6]([CH2:18][C:19]3([OH:32])[CH2:24][CH2:23][N:22]([C:25]([O:27][C:28]([CH3:31])([CH3:30])[CH3:29])=[O:26])[CH2:21][CH2:20]3)[C:7]=2[C:16]2[CH:15]=[CH:14][CH:13]=[CH:12][C:11]=2[N:10]=1. (4) Given the reactants C([O:3][C:4]([CH:6]1[CH2:11][CH:10]=[C:9]([CH3:12])[CH2:8][O:7]1)=[O:5])C.[OH-].[Na+], predict the reaction product. The product is: [CH3:12][C:9]1[CH2:8][O:7][CH:6]([C:4]([OH:5])=[O:3])[CH2:11][CH:10]=1. (5) Given the reactants [C:1]([O:7][CH2:8][CH3:9])(=[O:6])[C:2]#[C:3][CH2:4][CH3:5].I[C:11]1[CH:16]=[CH:15][C:14]([O:17][CH2:18][O:19][CH3:20])=[CH:13][CH:12]=1.[C:21]1(B(O)O)[CH:26]=[CH:25][CH:24]=[CH:23][CH:22]=1.C([O-])([O-])=O.[K+].[K+], predict the reaction product. The product is: [CH3:20][O:19][CH2:18][O:17][C:14]1[CH:15]=[CH:16][C:11](/[C:2](=[C:3](\[C:21]2[CH:26]=[CH:25][CH:24]=[CH:23][CH:22]=2)/[CH2:4][CH3:5])/[C:1]([O:7][CH2:8][CH3:9])=[O:6])=[CH:12][CH:13]=1. (6) Given the reactants [CH2:1]([O:3][C:4]1[CH:12]=[C:11]2[C:7]([CH:8]=[N:9][NH:10]2)=[CH:6][C:5]=1[NH:13][C:14]1[C:15]2[C:22]3[CH2:23][CH2:24][CH:25]([C:27]([OH:29])=O)[CH2:26][C:21]=3[S:20][C:16]=2[N:17]=[CH:18][N:19]=1)[CH3:2].[NH:30]1[CH2:34][CH2:33][C@@H:32]([OH:35])[CH2:31]1, predict the reaction product. The product is: [CH2:1]([O:3][C:4]1[CH:12]=[C:11]2[C:7]([CH:8]=[N:9][NH:10]2)=[CH:6][C:5]=1[NH:13][C:14]1[C:15]2[C:22]3[CH2:23][CH2:24][CH:25]([C:27]([N:30]4[CH2:34][CH2:33][C@H:32]([OH:35])[CH2:31]4)=[O:29])[CH2:26][C:21]=3[S:20][C:16]=2[N:17]=[CH:18][N:19]=1)[CH3:2]. (7) Given the reactants Br[C:2]1[C:7]([F:8])=[CH:6][C:5]([OH:9])=[C:4]([F:10])[CH:3]=1.[CH3:11][C:12]([OH:29])([CH3:28])[CH2:13][N:14]1[CH:18]=[C:17](B2OC(C)(C)C(C)(C)O2)[CH:16]=[N:15]1, predict the reaction product. The product is: [F:10][C:4]1[CH:3]=[C:2]([C:17]2[CH:16]=[N:15][N:14]([CH2:13][C:12]([OH:29])([CH3:28])[CH3:11])[CH:18]=2)[C:7]([F:8])=[CH:6][C:5]=1[OH:9]. (8) Given the reactants [Cl:1][C:2]1[CH:7]=[CH:6][C:5](B(O)O)=[CH:4][CH:3]=1.Cl[C:12]1[N:17]=[C:16]([NH2:18])[N:15]=[C:14]([NH:19][CH:20]2[CH2:24][CH2:23][CH2:22][CH2:21]2)[CH:13]=1, predict the reaction product. The product is: [Cl:1][C:2]1[CH:7]=[CH:6][C:5]([C:12]2[N:17]=[C:16]([NH2:18])[N:15]=[C:14]([NH:19][CH:20]3[CH2:24][CH2:23][CH2:22][CH2:21]3)[CH:13]=2)=[CH:4][CH:3]=1.